Dataset: Full USPTO retrosynthesis dataset with 1.9M reactions from patents (1976-2016). Task: Predict the reactants needed to synthesize the given product. Given the product [CH3:5][C:6]1[C:7]([NH:12][S:13]([C:16]2[S:17][C:18]([CH3:43])=[CH:19][C:20]=2[C:21]2[CH:26]=[CH:25][C:24]([CH2:27][N:28]3[C:37]4[C:32](=[C:33]([CH2:40][CH3:41])[N:34]=[C:35]([CH2:38][CH3:39])[CH:36]=4)[CH:31]=[CH:30][C:29]3=[O:42])=[CH:23][CH:22]=2)(=[O:15])=[O:14])=[N:8][O:9][C:10]=1[CH3:11], predict the reactants needed to synthesize it. The reactants are: C(O)C.Cl.[CH3:5][C:6]1[C:7]([N:12](COCCOC)[S:13]([C:16]2[S:17][C:18]([CH3:43])=[CH:19][C:20]=2[C:21]2[CH:26]=[CH:25][C:24]([CH2:27][N:28]3[C:37]4[C:32](=[C:33]([CH2:40][CH3:41])[N:34]=[C:35]([CH2:38][CH3:39])[CH:36]=4)[CH:31]=[CH:30][C:29]3=[O:42])=[CH:23][CH:22]=2)(=[O:15])=[O:14])=[N:8][O:9][C:10]=1[CH3:11].C(=O)(O)[O-].[Na+].